Dataset: Full USPTO retrosynthesis dataset with 1.9M reactions from patents (1976-2016). Task: Predict the reactants needed to synthesize the given product. Given the product [CH3:1][O:2][C:3](=[O:15])[C:4]1[C:5](=[C:10]([NH:26][C:23]2[CH:24]=[CH:25][C:20]([CH2:19][N:17]([CH3:16])[CH3:18])=[CH:21][C:22]=2[O:27][CH3:28])[CH:11]=[CH:12][CH:13]=1)[C:6]([O:8][CH3:9])=[O:7], predict the reactants needed to synthesize it. The reactants are: [CH3:1][O:2][C:3](=[O:15])[C:4]1[C:5](=[C:10](I)[CH:11]=[CH:12][CH:13]=1)[C:6]([O:8][CH3:9])=[O:7].[CH3:16][N:17]([CH2:19][C:20]1[CH:25]=[CH:24][C:23]([NH2:26])=[C:22]([O:27][CH3:28])[CH:21]=1)[CH3:18].C1C=CC(P(C2C(C3C(P(C4C=CC=CC=4)C4C=CC=CC=4)=CC=C4C=3C=CC=C4)=C3C(C=CC=C3)=CC=2)C2C=CC=CC=2)=CC=1.C(=O)([O-])[O-].[Cs+].[Cs+].